Dataset: Forward reaction prediction with 1.9M reactions from USPTO patents (1976-2016). Task: Predict the product of the given reaction. (1) Given the reactants [CH:1]([C:4]1[C:8](/[CH:9]=[CH:10]/[C:11]([O:13][CH2:14][CH3:15])=[O:12])=[CH:7][N:6]([C:16]2[CH:21]=[CH:20][C:19]([C:22]([F:25])([F:24])[F:23])=[CH:18][N:17]=2)[N:5]=1)([CH3:3])[CH3:2], predict the reaction product. The product is: [CH:1]([C:4]1[C:8]([CH2:9][CH2:10][C:11]([O:13][CH2:14][CH3:15])=[O:12])=[CH:7][N:6]([C:16]2[CH:21]=[CH:20][C:19]([C:22]([F:23])([F:25])[F:24])=[CH:18][N:17]=2)[N:5]=1)([CH3:2])[CH3:3]. (2) Given the reactants [F:1][CH:2]([F:25])[C:3]1[N:8]2[N:9]=[CH:10][C:11]([C:12]([OH:14])=O)=[C:7]2[N:6]=[C:5]([C:15]2[CH:20]=[CH:19][C:18]([C:21]([F:24])([F:23])[F:22])=[CH:17][CH:16]=2)[CH:4]=1.[NH2:26][C:27]1[CH:28]=[C:29]([S:33]([NH:36][CH3:37])(=[O:35])=[O:34])[CH:30]=[CH:31][CH:32]=1, predict the reaction product. The product is: [CH3:37][NH:36][S:33]([C:29]1[CH:28]=[C:27]([NH:26][C:12]([C:11]2[CH:10]=[N:9][N:8]3[C:3]([CH:2]([F:25])[F:1])=[CH:4][C:5]([C:15]4[CH:20]=[CH:19][C:18]([C:21]([F:22])([F:23])[F:24])=[CH:17][CH:16]=4)=[N:6][C:7]=23)=[O:14])[CH:32]=[CH:31][CH:30]=1)(=[O:34])=[O:35]. (3) Given the reactants [CH3:1][O:2][C:3]1[N:8]=[N:7][C:6]([NH:9][C:10](=[O:32])[NH:11][C:12]2[C:16]([C:17](OCC)=[O:18])=[C:15]([CH3:22])[N:14]([C:23]3[CH:28]=[CH:27][C:26]([N+:29]([O-:31])=[O:30])=[CH:25][CH:24]=3)[N:13]=2)=[CH:5][CH:4]=1.C[O-].[Na+], predict the reaction product. The product is: [CH3:1][O:2][C:3]1[N:8]=[N:7][C:6]([N:9]2[C:17](=[O:18])[C:16]3=[C:15]([CH3:22])[N:14]([C:23]4[CH:28]=[CH:27][C:26]([N+:29]([O-:31])=[O:30])=[CH:25][CH:24]=4)[N:13]=[C:12]3[NH:11][C:10]2=[O:32])=[CH:5][CH:4]=1. (4) Given the reactants Cl.[CH3:2][C:3]1([CH3:33])[C:7](=[O:8])[N:6]([C:9]2[CH:14]=[CH:13][C:12]([C:15]([CH3:20])([CH3:19])[C:16](O)=[O:17])=[CH:11][CH:10]=2)[C:5](=[O:21])[N:4]1[CH2:22][C:23]1[C:32]2[C:27](=[CH:28][CH:29]=[CH:30][CH:31]=2)[N:26]=[CH:25][CH:24]=1.C(N(CC)CC)C.ClC(OC)=O, predict the reaction product. The product is: [OH:17][CH2:16][C:15]([C:12]1[CH:13]=[CH:14][C:9]([N:6]2[C:7](=[O:8])[C:3]([CH3:2])([CH3:33])[N:4]([CH2:22][C:23]3[C:32]4[C:27](=[CH:28][CH:29]=[CH:30][CH:31]=4)[N:26]=[CH:25][CH:24]=3)[C:5]2=[O:21])=[CH:10][CH:11]=1)([CH3:19])[CH3:20].